Regression. Given two drug SMILES strings and cell line genomic features, predict the synergy score measuring deviation from expected non-interaction effect. From a dataset of NCI-60 drug combinations with 297,098 pairs across 59 cell lines. (1) Drug 1: CCC1=CC2CC(C3=C(CN(C2)C1)C4=CC=CC=C4N3)(C5=C(C=C6C(=C5)C78CCN9C7C(C=CC9)(C(C(C8N6C)(C(=O)OC)O)OC(=O)C)CC)OC)C(=O)OC.C(C(C(=O)O)O)(C(=O)O)O. Drug 2: CC1OCC2C(O1)C(C(C(O2)OC3C4COC(=O)C4C(C5=CC6=C(C=C35)OCO6)C7=CC(=C(C(=C7)OC)O)OC)O)O. Cell line: CAKI-1. Synergy scores: CSS=49.9, Synergy_ZIP=-2.44, Synergy_Bliss=-3.41, Synergy_Loewe=2.02, Synergy_HSA=3.74. (2) Drug 1: C1=C(C(=O)NC(=O)N1)N(CCCl)CCCl. Drug 2: COCCOC1=C(C=C2C(=C1)C(=NC=N2)NC3=CC=CC(=C3)C#C)OCCOC.Cl. Cell line: TK-10. Synergy scores: CSS=28.1, Synergy_ZIP=-5.39, Synergy_Bliss=0.151, Synergy_Loewe=-25.8, Synergy_HSA=3.13. (3) Synergy scores: CSS=26.1, Synergy_ZIP=-7.44, Synergy_Bliss=-1.07, Synergy_Loewe=-85.4, Synergy_HSA=-2.03. Cell line: SNB-19. Drug 2: COC1=NC(=NC2=C1N=CN2C3C(C(C(O3)CO)O)O)N. Drug 1: C1C(C(OC1N2C=C(C(=O)NC2=O)F)CO)O. (4) Drug 1: CC1=C2C(C(=O)C3(C(CC4C(C3C(C(C2(C)C)(CC1OC(=O)C(C(C5=CC=CC=C5)NC(=O)C6=CC=CC=C6)O)O)OC(=O)C7=CC=CC=C7)(CO4)OC(=O)C)O)C)OC(=O)C. Drug 2: CC1CCCC2(C(O2)CC(NC(=O)CC(C(C(=O)C(C1O)C)(C)C)O)C(=CC3=CSC(=N3)C)C)C. Cell line: NCIH23. Synergy scores: CSS=44.9, Synergy_ZIP=1.84, Synergy_Bliss=0.152, Synergy_Loewe=-4.93, Synergy_HSA=2.18. (5) Drug 1: CCC1(CC2CC(C3=C(CCN(C2)C1)C4=CC=CC=C4N3)(C5=C(C=C6C(=C5)C78CCN9C7C(C=CC9)(C(C(C8N6C)(C(=O)OC)O)OC(=O)C)CC)OC)C(=O)OC)O.OS(=O)(=O)O. Drug 2: C1CCC(C(C1)N)N.C(=O)(C(=O)[O-])[O-].[Pt+4]. Cell line: K-562. Synergy scores: CSS=21.7, Synergy_ZIP=-1.15, Synergy_Bliss=-0.968, Synergy_Loewe=-8.84, Synergy_HSA=-5.08. (6) Drug 1: CN(C(=O)NC(C=O)C(C(C(CO)O)O)O)N=O. Drug 2: CCC1(C2=C(COC1=O)C(=O)N3CC4=CC5=C(C=CC(=C5CN(C)C)O)N=C4C3=C2)O.Cl. Cell line: HL-60(TB). Synergy scores: CSS=-8.88, Synergy_ZIP=-17.9, Synergy_Bliss=-42.8, Synergy_Loewe=-108, Synergy_HSA=-45.4. (7) Drug 1: C1=CC(=CC=C1CCC2=CNC3=C2C(=O)NC(=N3)N)C(=O)NC(CCC(=O)O)C(=O)O. Drug 2: CN(C(=O)NC(C=O)C(C(C(CO)O)O)O)N=O. Cell line: SF-539. Synergy scores: CSS=44.0, Synergy_ZIP=2.45, Synergy_Bliss=2.37, Synergy_Loewe=-22.1, Synergy_HSA=3.16. (8) Cell line: HCT-15. Drug 1: CC(C1=C(C=CC(=C1Cl)F)Cl)OC2=C(N=CC(=C2)C3=CN(N=C3)C4CCNCC4)N. Drug 2: COCCOC1=C(C=C2C(=C1)C(=NC=N2)NC3=CC=CC(=C3)C#C)OCCOC.Cl. Synergy scores: CSS=8.41, Synergy_ZIP=1.01, Synergy_Bliss=6.76, Synergy_Loewe=4.94, Synergy_HSA=5.63. (9) Drug 1: C1CN1C2=NC(=NC(=N2)N3CC3)N4CC4. Drug 2: CC1C(C(CC(O1)OC2CC(CC3=C2C(=C4C(=C3O)C(=O)C5=C(C4=O)C(=CC=C5)OC)O)(C(=O)C)O)N)O.Cl. Cell line: T-47D. Synergy scores: CSS=21.3, Synergy_ZIP=0.512, Synergy_Bliss=7.62, Synergy_Loewe=1.18, Synergy_HSA=8.60. (10) Drug 1: COC1=C(C=C2C(=C1)N=CN=C2NC3=CC(=C(C=C3)F)Cl)OCCCN4CCOCC4. Drug 2: CCCCC(=O)OCC(=O)C1(CC(C2=C(C1)C(=C3C(=C2O)C(=O)C4=C(C3=O)C=CC=C4OC)O)OC5CC(C(C(O5)C)O)NC(=O)C(F)(F)F)O. Cell line: MOLT-4. Synergy scores: CSS=14.3, Synergy_ZIP=-7.44, Synergy_Bliss=0.517, Synergy_Loewe=1.60, Synergy_HSA=2.72.